Dataset: Full USPTO retrosynthesis dataset with 1.9M reactions from patents (1976-2016). Task: Predict the reactants needed to synthesize the given product. The reactants are: [OH:1][CH2:2][C:3]1[N:4]=[C:5](/[CH:8]=[CH:9]/[C:10]2[CH:15]=[CH:14][C:13]([C:16]([F:19])([F:18])[F:17])=[CH:12][CH:11]=2)[O:6][CH:7]=1.C(N(C(C)C)CC)(C)C.CS(Cl)(=O)=O.[OH-].[Na+].[N:36]1([CH2:41][CH2:42][CH2:43][CH2:44][C:45]2[CH:50]=[CH:49][C:48](O)=[CH:47][CH:46]=2)[CH:40]=[CH:39][N:38]=[N:37]1. Given the product [F:17][C:16]([F:19])([F:18])[C:13]1[CH:14]=[CH:15][C:10](/[CH:9]=[CH:8]/[C:5]2[O:6][CH:7]=[C:3]([CH2:2][O:1][C:48]3[CH:47]=[CH:46][C:45]([CH2:44][CH2:43][CH2:42][CH2:41][N:36]4[CH:40]=[CH:39][N:38]=[N:37]4)=[CH:50][CH:49]=3)[N:4]=2)=[CH:11][CH:12]=1, predict the reactants needed to synthesize it.